From a dataset of Forward reaction prediction with 1.9M reactions from USPTO patents (1976-2016). Predict the product of the given reaction. (1) Given the reactants [CH:1]1([NH:7][C:8]2[CH:17]=[C:16]3[C:11]([C:12](=[O:33])[C:13]([NH:23][C:24](=[O:32])[CH2:25][CH2:26][C:27]([O:29]CC)=[O:28])=[CH:14][N:15]3[CH:18]3[CH2:22][CH2:21][CH2:20][CH2:19]3)=[CH:10][C:9]=2[F:34])[CH2:6][CH2:5][CH2:4][CH2:3][CH2:2]1.[OH-].[Na+].Cl.O, predict the reaction product. The product is: [CH:1]1([NH:7][C:8]2[CH:17]=[C:16]3[C:11]([C:12](=[O:33])[C:13]([NH:23][C:24](=[O:32])[CH2:25][CH2:26][C:27]([OH:29])=[O:28])=[CH:14][N:15]3[CH:18]3[CH2:22][CH2:21][CH2:20][CH2:19]3)=[CH:10][C:9]=2[F:34])[CH2:6][CH2:5][CH2:4][CH2:3][CH2:2]1. (2) Given the reactants Cl[C:2]1[N:7]=[CH:6][C:5]([CH2:8][N:9]2[C:13]([CH3:14])=[CH:12][C:11](/[C:15](/[F:32])=[CH:16]/[C:17]3[CH:22]=[CH:21][C:20]([S:23][C:24]([CH3:31])([CH3:30])[C:25]([NH:27][CH2:28][CH3:29])=[O:26])=[CH:19][CH:18]=3)=[N:10]2)=[CH:4][CH:3]=1.[CH3:33][NH2:34], predict the reaction product. The product is: [CH2:28]([NH:27][C:25](=[O:26])[C:24]([S:23][C:20]1[CH:21]=[CH:22][C:17](/[CH:16]=[C:15](\[F:32])/[C:11]2[CH:12]=[C:13]([CH3:14])[N:9]([CH2:8][C:5]3[CH:6]=[N:7][C:2]([NH:34][CH3:33])=[CH:3][CH:4]=3)[N:10]=2)=[CH:18][CH:19]=1)([CH3:31])[CH3:30])[CH3:29].